From a dataset of Reaction yield outcomes from USPTO patents with 853,638 reactions. Predict the reaction yield, written as a fraction of the theoretical maximum amount of product (1.0 means a 100% yield; for example, 0.34 means a 34% yield). (1) The reactants are [Cl:1][C:2]1[CH:7]=[CH:6][C:5]([C:8]2[O:12][C:11](S)=[N:10][CH:9]=2)=[CH:4][CH:3]=1.C(N(CC)CC)C.O.P(Cl)(Cl)([Cl:24])=O. No catalyst specified. The product is [Cl:24][C:11]1[O:12][C:8]([C:5]2[CH:6]=[CH:7][C:2]([Cl:1])=[CH:3][CH:4]=2)=[CH:9][N:10]=1. The yield is 0.130. (2) The reactants are [CH3:1][C@H:2]([NH:7][C:8]([C:10]1[C:18]2[C:13](=[N:14][CH:15]=[C:16]([C:19]3[N:20]=[CH:21][N:22]([C:24]4[CH:29]=[CH:28][CH:27]=[C:26]([Cl:30])[CH:25]=4)[CH:23]=3)[N:17]=2)[N:12](COCC[Si](C)(C)C)[CH:11]=1)=[O:9])[C:3]([CH3:6])([CH3:5])[CH3:4].FC(F)(F)C(O)=O.C([O-])(=O)C.[Na+].O. The catalyst is ClCCl.C(OCC)(=O)C. The product is [CH3:1][C@H:2]([NH:7][C:8]([C:10]1[C:18]2[C:13](=[N:14][CH:15]=[C:16]([C:19]3[N:20]=[CH:21][N:22]([C:24]4[CH:29]=[CH:28][CH:27]=[C:26]([Cl:30])[CH:25]=4)[CH:23]=3)[N:17]=2)[NH:12][CH:11]=1)=[O:9])[C:3]([CH3:6])([CH3:5])[CH3:4]. The yield is 0.680. (3) The reactants are [Br:1][CH2:2][CH2:3]Br.[OH-].[Na+].[Br:7][C:8]1[CH:13]=[CH:12][CH:11]=[C:10]([Br:14])[C:9]=1[OH:15].C(OCC)(=O)C. The catalyst is O. The product is [Br:7][C:8]1[CH:13]=[CH:12][CH:11]=[C:10]([Br:14])[C:9]=1[O:15][CH2:3][CH2:2][Br:1]. The yield is 0.570. (4) The reactants are [C:1]([O:4][C:5]1[CH:10]=[CH:9][C:8]([O:11]C=O)=[CH:7][C:6]=1[O:14]C)(=O)C.O.[Li+].[OH-]. The catalyst is C1COCC1. The product is [CH3:1][O:4][C:5]1[CH:10]=[CH:9][C:8]([OH:11])=[CH:7][C:6]=1[OH:14]. The yield is 0.400.